Regression/Classification. Given a drug SMILES string, predict its toxicity properties. Task type varies by dataset: regression for continuous values (e.g., LD50, hERG inhibition percentage) or binary classification for toxic/non-toxic outcomes (e.g., AMES mutagenicity, cardiotoxicity, hepatotoxicity). Dataset: ames. From a dataset of Ames mutagenicity test results for genotoxicity prediction. The molecule is O=C1c2ccccc2-c2c1ccc1ccccc21. The result is 1 (mutagenic).